The task is: Predict the reaction yield, written as a fraction of the theoretical maximum amount of product (1.0 means a 100% yield; for example, 0.34 means a 34% yield).. This data is from Reaction yield outcomes from USPTO patents with 853,638 reactions. (1) The reactants are [NH2:1][C:2]1[CH:10]=[CH:9][CH:8]=[C:7]2[C:3]=1[CH2:4][O:5][C:6]2=[O:11].[F:12][C:13]1[CH:18]=[CH:17][C:16]([C:19](=O)[CH3:20])=[CH:15][CH:14]=1.S([O-])([O-])(=O)=O.[Mg+2].C(O)(=O)C. The catalyst is C1(C)C=CC=CC=1. The product is [F:12][C:13]1[CH:18]=[CH:17][C:16](/[C:19](=[N:1]/[C:2]2[CH:10]=[CH:9][CH:8]=[C:7]3[C:3]=2[CH2:4][O:5][C:6]3=[O:11])/[CH3:20])=[CH:15][CH:14]=1. The yield is 0.880. (2) The reactants are Cl.[CH3:2][C:3]1[CH:4]=[C:5]([CH2:8][O:9][CH:10]2[CH2:13][NH:12][CH2:11]2)[S:6][CH:7]=1.CCN=C=NCCCN(C)C.C1C=CC2N(O)N=NC=2C=1.C(N(C(C)C)CC)(C)C.Cl.[O:45]=[C:46]1[NH:55][C:54]2[N:53]=[CH:52][C:51](/[CH:56]=[CH:57]/[C:58](O)=[O:59])=[CH:50][C:49]=2[CH2:48][CH2:47]1. The catalyst is CN(C)C=O. The product is [CH3:2][C:3]1[CH:4]=[C:5]([CH2:8][O:9][CH:10]2[CH2:11][N:12]([C:58](=[O:59])[CH:57]=[CH:56][C:51]3[CH:50]=[C:49]4[C:54](=[N:53][CH:52]=3)[NH:55][C:46](=[O:45])[CH2:47][CH2:48]4)[CH2:13]2)[S:6][CH:7]=1. The yield is 0.270. (3) The reactants are Cl[CH2:2][C:3]1[N:4]=[C:5]2[S:12][C:11]([CH2:13][CH3:14])=[N:10][N:6]2[C:7](=[O:9])[CH:8]=1.[I-].[Na+].C(=O)(O)[O-:18].[Na+].O. The catalyst is CS(C)=O. The product is [CH2:13]([C:11]1[S:12][C:5]2=[N:4][C:3]([CH2:2][OH:18])=[CH:8][C:7](=[O:9])[N:6]2[N:10]=1)[CH3:14]. The yield is 0.400.